Dataset: Full USPTO retrosynthesis dataset with 1.9M reactions from patents (1976-2016). Task: Predict the reactants needed to synthesize the given product. (1) Given the product [C:2]1([CH3:1])[CH:3]=[CH:4][CH:5]=[CH:6][C:7]=1[CH2:8][CH2:9][CH:10]=[CH:11][CH2:12][CH2:13][CH2:14][CH2:16][CH2:15][CH3:20], predict the reactants needed to synthesize it. The reactants are: [CH3:1][CH2:2][CH2:3][CH2:4][CH2:5][CH2:6][CH:7]=[CH:8][CH2:9][CH2:10][CH2:11][CH2:12][CH2:13][CH3:14].[C:15]1(C)[CH:20]=CC=C(C=CCC)[CH:16]=1. (2) The reactants are: [NH2:1][C:2]1[C:7](=[O:8])[N:6]([CH3:9])[CH:5]=[C:4]([C:10]2[C:11]([CH3:28])=[C:12]([NH:16][C:17]([C:19]3[S:23][C:22]4[CH2:24][CH2:25][CH2:26][CH2:27][C:21]=4[CH:20]=3)=[O:18])[CH:13]=[CH:14][CH:15]=2)[CH:3]=1.Cl[C:30]1[N:35]=[CH:34][C:33]([CH:36]2[N:41]([CH3:42])[CH2:40][CH2:39][N:38]([CH3:43])[C:37]2=[O:44])=[CH:32][CH:31]=1.CC1(C)C2C=CC=C(P(C3C=CC=CC=3)C3C=CC=CC=3)C=2OC2C1=CC=CC=2P(C1C=CC=CC=1)C1C=CC=CC=1.C([O-])([O-])=O.[Cs+].[Cs+]. Given the product [CH3:42][N:41]1[CH2:40][CH2:39][N:38]([CH3:43])[C:37](=[O:44])[CH:36]1[C:33]1[CH:32]=[CH:31][C:30]([NH:1][C:2]2[C:7](=[O:8])[N:6]([CH3:9])[CH:5]=[C:4]([C:10]3[C:11]([CH3:28])=[C:12]([NH:16][C:17]([C:19]4[S:23][C:22]5[CH2:24][CH2:25][CH2:26][CH2:27][C:21]=5[CH:20]=4)=[O:18])[CH:13]=[CH:14][CH:15]=3)[CH:3]=2)=[N:35][CH:34]=1, predict the reactants needed to synthesize it. (3) Given the product [N+:8]([C:5]1[CH:6]=[CH:7][C:2]([NH:15][CH2:16][CH2:17][CH3:18])=[CH:3][C:4]=1[C:11]([F:14])([F:13])[F:12])([O-:10])=[O:9], predict the reactants needed to synthesize it. The reactants are: F[C:2]1[CH:7]=[CH:6][C:5]([N+:8]([O-:10])=[O:9])=[C:4]([C:11]([F:14])([F:13])[F:12])[CH:3]=1.[NH2:15][CH2:16][CH2:17][CH3:18]. (4) Given the product [C:23]1([O:22][C:20](=[O:21])[NH:6][C:5]2[CH:7]=[CH:8][C:2]([Cl:1])=[C:3]([C:9]([F:10])([F:11])[F:12])[CH:4]=2)[CH:28]=[CH:27][CH:26]=[CH:25][CH:24]=1, predict the reactants needed to synthesize it. The reactants are: [Cl:1][C:2]1[CH:8]=[CH:7][C:5]([NH2:6])=[CH:4][C:3]=1[C:9]([F:12])([F:11])[F:10].C([O-])([O-])=O.[K+].[K+].Cl[C:20]([O:22][C:23]1[CH:28]=[CH:27][CH:26]=[CH:25][CH:24]=1)=[O:21]. (5) Given the product [N:22]12[CH2:27][CH2:26][CH:25]([CH2:24][CH2:23]1)[C@@H:20]([O:19][C:17](=[O:18])[NH:16][C@H:15]([C:11]1[CH:12]=[CH:13][CH:14]=[C:9]([O:8][CH2:7][C:6]3[N:2]([CH3:1])[N:3]=[C:4]([C:34](=[O:35])[NH:51][CH2:50][CH2:49][CH2:48][CH:47]([O:46][CH2:44][CH3:45])[O:52][CH2:53][CH3:54])[CH:5]=3)[CH:10]=1)[C:28]1[CH:29]=[CH:30][CH:31]=[CH:32][CH:33]=1)[CH2:21]2, predict the reactants needed to synthesize it. The reactants are: [CH3:1][N:2]1[C:6]([CH2:7][O:8][C:9]2[CH:14]=[CH:13][CH:12]=[C:11]([C@H:15]([C:28]3[CH:33]=[CH:32][CH:31]=[CH:30][CH:29]=3)[NH:16][C:17]([O:19][C@@H:20]3[CH:25]4[CH2:26][CH2:27][N:22]([CH2:23][CH2:24]4)[CH2:21]3)=[O:18])[CH:10]=2)=[CH:5][C:4]([C:34](O)=[O:35])=[N:3]1.C(N(CC)CC)C.[CH2:44]([O:46][CH:47]([O:52][CH2:53][CH3:54])[CH2:48][CH2:49][CH2:50][NH2:51])[CH3:45].CCN=C=NCCCN(C)C.OC1C=CC=C[N+]=1[O-].